Dataset: Catalyst prediction with 721,799 reactions and 888 catalyst types from USPTO. Task: Predict which catalyst facilitates the given reaction. (1) Reactant: [C:1]([O:5][C:6]([N:8]1[CH2:12][CH2:11][C@H:10]([O:13][C:14]2[N:23]=[CH:22][C:17]3[O:18][CH2:19][CH2:20][NH:21][C:16]=3[CH:15]=2)[CH2:9]1)=[O:7])([CH3:4])([CH3:3])[CH3:2].Br[C:25]1[CH:26]=[C:27]([C:33]([F:36])([F:35])[F:34])[C:28]([O:31][CH3:32])=[N:29][CH:30]=1.CC(C1C=C(C(C)C)C(C2C=CC=CC=2P(C2CCCCC2)C2CCCCC2)=C(C(C)C)C=1)C.CC([O-])(C)C.[Na+]. Product: [C:1]([O:5][C:6]([N:8]1[CH2:12][CH2:11][C@H:10]([O:13][C:14]2[N:23]=[CH:22][C:17]3[O:18][CH2:19][CH2:20][N:21]([C:25]4[CH:30]=[N:29][C:28]([O:31][CH3:32])=[C:27]([C:33]([F:36])([F:35])[F:34])[CH:26]=4)[C:16]=3[CH:15]=2)[CH2:9]1)=[O:7])([CH3:4])([CH3:2])[CH3:3]. The catalyst class is: 62. (2) Reactant: [Cl:1][C:2]1[CH:7]=[CH:6][CH:5]=[CH:4][C:3]=1[N:8]1[C:12]([C:13]2[CH:18]=[CH:17][C:16]([Cl:19])=[CH:15][CH:14]=2)=[C:11]([OH:20])[C:10]([C:21]([OH:23])=[O:22])=[N:9]1.C(N(CC)C(C)C)(C)C.[C:33](OC(=O)C)(=[O:35])[CH3:34]. Product: [C:33]([O:20][C:11]1[C:10]([C:21]([OH:23])=[O:22])=[N:9][N:8]([C:3]2[CH:4]=[CH:5][CH:6]=[CH:7][C:2]=2[Cl:1])[C:12]=1[C:13]1[CH:18]=[CH:17][C:16]([Cl:19])=[CH:15][CH:14]=1)(=[O:35])[CH3:34]. The catalyst class is: 2. (3) Reactant: COC([C:5]1[N:9]([C:10]([CH3:29])([CH2:12][CH2:13][N:14](C(OC(C)(C)C)=O)[C:15]([O:17]C(C)(C)C)=O)[CH3:11])[C:8]2[CH:30]=[C:31]([C:34]([O:36][CH2:37][C:38]3[CH:43]=[CH:42][CH:41]=[CH:40][CH:39]=3)=[O:35])[CH:32]=[CH:33][C:7]=2[N:6]=1)=O.C(O)(C(F)(F)F)=O.C(N(CC)CC)C. Product: [CH3:11][C:10]1([CH3:29])[N:9]2[C:5](=[N:6][C:7]3[CH:33]=[CH:32][C:31]([C:34]([O:36][CH2:37][C:38]4[CH:39]=[CH:40][CH:41]=[CH:42][CH:43]=4)=[O:35])=[CH:30][C:8]=32)[C:15](=[O:17])[NH:14][CH2:13][CH2:12]1. The catalyst class is: 2. (4) Reactant: Br[CH2:2][CH2:3][CH2:4][C:5]([O:7][CH2:8][CH3:9])=[O:6].[O-]CC.[Na+].[CH2:14]([C:20]1[CH:21]=[C:22]2[C:26](=[CH:27][C:28]=1[OH:29])[C:25](=[O:30])[CH2:24][CH2:23]2)[CH2:15][CH2:16][CH2:17][CH2:18][CH3:19].O. Product: [CH2:14]([C:20]1[CH:21]=[C:22]2[C:26]([C:25](=[O:30])[CH2:24][CH2:23]2)=[CH:27][C:28]=1[O:29][CH2:2][CH2:3][CH2:4][C:5]([O:7][CH2:8][CH3:9])=[O:6])[CH2:15][CH2:16][CH2:17][CH2:18][CH3:19]. The catalyst class is: 8. (5) Reactant: [CH3:1][S:2][C:3]1[S:4][CH:5]=[C:6]([C:8]([O:10]CC)=[O:9])[N:7]=1.[Li+].[OH-]. Product: [CH3:1][S:2][C:3]1[S:4][CH:5]=[C:6]([C:8]([OH:10])=[O:9])[N:7]=1. The catalyst class is: 5. (6) Reactant: [NH:1]1[C:9]2[C:4](=[CH:5][CH:6]=[CH:7][CH:8]=2)[CH:3]=[C:2]1[C:10]([OH:12])=O.[NH2:13][C@H:14]1[C:22]2[C:17](=[CH:18][CH:19]=[C:20]([C:23]#[N:24])[CH:21]=2)[CH2:16][C:15]1([CH3:26])[CH3:25].CN([P+](ON1N=NC2C=CC=CC1=2)(N(C)C)N(C)C)C.F[P-](F)(F)(F)(F)F.CN1CCOCC1.CNC. Product: [C:23]([C:20]1[CH:21]=[C:22]2[C:17]([CH2:16][C:15]([CH3:26])([CH3:25])[C@H:14]2[NH:13][C:10]([C:2]2[NH:1][C:9]3[C:4]([CH:3]=2)=[CH:5][CH:6]=[CH:7][CH:8]=3)=[O:12])=[CH:18][CH:19]=1)#[N:24]. The catalyst class is: 3.